Dataset: Forward reaction prediction with 1.9M reactions from USPTO patents (1976-2016). Task: Predict the product of the given reaction. (1) Given the reactants C(OC([N:8]1[CH2:13][CH2:12][CH:11]([C:14]2[C:23]3[C:18](=[CH:19][C:20]([N:24]4[CH2:29][CH2:28][NH:27][CH2:26][CH2:25]4)=[CH:21][CH:22]=3)[N:17]=[CH:16][N:15]=2)[CH2:10][CH2:9]1)=O)(C)(C)C.C([O:34][CH2:35][C:36](O)=[O:37])(C)(C)C.N=C=N, predict the reaction product. The product is: [OH:37][CH2:36][C:35]([N:27]1[CH2:28][CH2:29][N:24]([C:20]2[CH:19]=[C:18]3[C:23]([C:14]([CH:11]4[CH2:10][CH2:9][NH:8][CH2:13][CH2:12]4)=[N:15][CH:16]=[N:17]3)=[CH:22][CH:21]=2)[CH2:25][CH2:26]1)=[O:34]. (2) Given the reactants [Cl:1][C:2]1[CH:31]=[CH:30][C:5]([C:6]([NH:8][CH2:9][CH2:10][NH:11][C:12]([C:14]2[CH:29]=[CH:28][C:17]([O:18][C@@H:19]3[CH2:24][CH2:23][C@H:22]([C:25](O)=[O:26])[CH2:21][CH2:20]3)=[CH:16][CH:15]=2)=[O:13])=[O:7])=[CH:4][CH:3]=1.C(N1C=CN=C1)(N1C=CN=C1)=O.[CH3:44][S:45]([NH2:48])(=[O:47])=[O:46].N12CCCN=C1CCCCC2.Cl, predict the reaction product. The product is: [Cl:1][C:2]1[CH:3]=[CH:4][C:5]([C:6]([NH:8][CH2:9][CH2:10][NH:11][C:12](=[O:13])[C:14]2[CH:29]=[CH:28][C:17]([O:18][C@H:19]3[CH2:24][CH2:23][C@@H:22]([C:25](=[O:26])[NH:48][S:45]([CH3:44])(=[O:47])=[O:46])[CH2:21][CH2:20]3)=[CH:16][CH:15]=2)=[O:7])=[CH:30][CH:31]=1.